From a dataset of Catalyst prediction with 721,799 reactions and 888 catalyst types from USPTO. Predict which catalyst facilitates the given reaction. (1) Reactant: [Cl:1][C:2]1[CH:11]=[CH:10][C:9]2[N:8]=[CH:7][C:6]3[N:12]=[CH:13][N:14]([C:15]4[CH:20]=[CH:19][CH:18]=[CH:17][C:16]=4[Cl:21])[C:5]=3[C:4]=2[CH:3]=1.[Br:22]N1C(=O)CCC1=O. Product: [Br:22][C:13]1[N:14]([C:15]2[CH:20]=[CH:19][CH:18]=[CH:17][C:16]=2[Cl:21])[C:5]2[C:4]3[CH:3]=[C:2]([Cl:1])[CH:11]=[CH:10][C:9]=3[N:8]=[CH:7][C:6]=2[N:12]=1. The catalyst class is: 22. (2) Reactant: Br[CH2:2][C:3](=[O:6])[CH2:4]Br.[NH2:7][C:8](=[S:14])[C:9]([O:11][CH2:12][CH3:13])=[O:10].[CH:15](O)([CH3:17])[CH3:16]. Product: [CH:3]([O:6][CH2:17][C:15]1[N:7]=[C:8]([C:9]([O:11][CH2:12][CH3:13])=[O:10])[S:14][CH:16]=1)([CH3:4])[CH3:2]. The catalyst class is: 6.